This data is from Peptide-MHC class I binding affinity with 185,985 pairs from IEDB/IMGT. The task is: Regression. Given a peptide amino acid sequence and an MHC pseudo amino acid sequence, predict their binding affinity value. This is MHC class I binding data. The peptide sequence is ALLAGFMAYM. The MHC is HLA-A02:17 with pseudo-sequence HLA-A02:17. The binding affinity (normalized) is 0.674.